From a dataset of Forward reaction prediction with 1.9M reactions from USPTO patents (1976-2016). Predict the product of the given reaction. (1) The product is: [CH2:8]([O:7][CH2:6][CH:5]1[CH2:15][CH2:16][CH:17]=[CH:1][O:4]1)[C:9]1[CH:10]=[CH:11][CH:12]=[CH:13][CH:14]=1. Given the reactants [CH2:1]([O:4][CH:5]([CH2:15][CH:16]=[CH2:17])[CH2:6][O:7][CH2:8][C:9]1[CH:14]=[CH:13][CH:12]=[CH:11][CH:10]=1)C=C.C(O)(C)C.[OH-].[Na+], predict the reaction product. (2) The product is: [CH2:15]([S:12]([C:4]1[CH:5]=[CH:6][C:7]([N+:9]([O-:11])=[O:10])=[CH:8][C:3]=1[CH2:2][N:25]1[CH:24]=[CH:23][C:22]2[C:27](=[CH:28][C:19]([C:18]([F:31])([F:30])[F:17])=[CH:20][CH:21]=2)[C:26]1=[O:29])(=[O:14])=[O:13])[CH3:16]. Given the reactants Br[CH2:2][C:3]1[CH:8]=[C:7]([N+:9]([O-:11])=[O:10])[CH:6]=[CH:5][C:4]=1[S:12]([CH2:15][CH3:16])(=[O:14])=[O:13].[F:17][C:18]([F:31])([F:30])[C:19]1[CH:28]=[C:27]2[C:22]([CH:23]=[CH:24][NH:25][C:26]2=[O:29])=[CH:21][CH:20]=1, predict the reaction product. (3) Given the reactants Br[C:2]1[CH:10]=[C:9]2[C:5]([CH:6]=[N:7][N:8]2[CH3:11])=[C:4]([C:12]2[O:13][C:14]([CH2:17][N:18]3[CH2:23][CH2:22][N:21]([CH:24]([CH3:26])[CH3:25])[CH2:20][CH2:19]3)=[N:15][N:16]=2)[CH:3]=1.[CH3:27][O:28][C:29]1[C:34]([NH:35][S:36]([CH3:39])(=[O:38])=[O:37])=[CH:33][C:32](B2OC(C)(C)C(C)(C)O2)=[CH:31][N:30]=1.C(=O)([O-])[O-].[Na+].[Na+], predict the reaction product. The product is: [CH3:11][N:8]1[C:9]2[C:5](=[C:4]([C:12]3[O:13][C:14]([CH2:17][N:18]4[CH2:23][CH2:22][N:21]([CH:24]([CH3:26])[CH3:25])[CH2:20][CH2:19]4)=[N:15][N:16]=3)[CH:3]=[C:2]([C:32]3[CH:33]=[C:34]([NH:35][S:36]([CH3:39])(=[O:37])=[O:38])[C:29]([O:28][CH3:27])=[N:30][CH:31]=3)[CH:10]=2)[CH:6]=[N:7]1. (4) Given the reactants CCN(CC)CC.N1C=CC=CC=1.[Br:14][C:15]1[CH:16]=[C:17]2[C:21](=[CH:22][CH:23]=1)[NH:20][C:19]([C:24]#[N:25])=[CH:18]2.[CH:26]1([O:31][C:32]2[CH:37]=[CH:36][C:35](B(O)O)=[CH:34][CH:33]=2)[CH2:30][CH2:29][CH2:28][CH2:27]1, predict the reaction product. The product is: [Br:14][C:15]1[CH:16]=[C:17]2[C:21](=[CH:22][CH:23]=1)[N:20]([C:35]1[CH:36]=[CH:37][C:32]([O:31][CH:26]3[CH2:30][CH2:29][CH2:28][CH2:27]3)=[CH:33][CH:34]=1)[C:19]([C:24]#[N:25])=[CH:18]2. (5) Given the reactants [F:1][C:2]1[C:16]([F:17])=[C:15]2[C:5]([CH:6]([OH:24])[CH:7]([C:19](OCC)=[O:20])[C:8](=[O:18])[C:9]32[CH2:14][CH2:13][O:12][CH2:11][CH2:10]3)=[CH:4][CH:3]=1.Cl.[NH2:26][CH2:27][C:28]([O:30][C:31]([CH3:34])([CH3:33])[CH3:32])=[O:29].C(N(C(C)C)C(C)C)C, predict the reaction product. The product is: [F:1][C:2]1[C:16]([F:17])=[C:15]2[C:5]([C:6](=[O:24])[C:7]([C:19]([NH:26][CH2:27][C:28]([O:30][C:31]([CH3:34])([CH3:33])[CH3:32])=[O:29])=[O:20])=[C:8]([OH:18])[C:9]32[CH2:10][CH2:11][O:12][CH2:13][CH2:14]3)=[CH:4][CH:3]=1.